From a dataset of Forward reaction prediction with 1.9M reactions from USPTO patents (1976-2016). Predict the product of the given reaction. (1) Given the reactants [OH:1][CH2:2][CH2:3][NH:4][CH2:5][C:6]1[CH:7]=[C:8]([CH3:15])[CH:9]=[C:10]2[C:14]=1[NH:13][CH:12]=[CH:11]2.C(=O)([O-])[O-].[K+].[K+].[C:22](O[C:22]([O:24][C:25]([CH3:28])([CH3:27])[CH3:26])=[O:23])([O:24][C:25]([CH3:28])([CH3:27])[CH3:26])=[O:23].O, predict the reaction product. The product is: [C:25]([O:24][C:22]([N:4]([CH2:5][C:6]1[CH:7]=[C:8]([CH3:15])[CH:9]=[C:10]2[C:14]=1[NH:13][CH:12]=[CH:11]2)[CH2:3][CH2:2][OH:1])=[O:23])([CH3:28])([CH3:27])[CH3:26]. (2) Given the reactants [F:1][C:2]1[CH:35]=[CH:34][C:5]([C:6]([N:8]([CH2:16][C:17]2[CH:22]=[C:21]([C:23]3[CH:28]=[C:27]([CH3:29])[C:26]([N+:30]([O-:32])=[O:31])=[CH:25][N:24]=3)[CH:20]=[CH:19][C:18]=2[F:33])[CH2:9][CH2:10][N:11]2[CH2:15][CH2:14][CH2:13][CH2:12]2)=[O:7])=[CH:4][CH:3]=1.CO[CH:38](OC)[N:39]([CH3:41])[CH3:40], predict the reaction product. The product is: [CH3:38][N:39]([CH3:41])/[CH:40]=[CH:29]/[C:27]1[C:26]([N+:30]([O-:32])=[O:31])=[CH:25][N:24]=[C:23]([C:21]2[CH:20]=[CH:19][C:18]([F:33])=[C:17]([CH:22]=2)[CH2:16][N:8]([CH2:9][CH2:10][N:11]2[CH2:12][CH2:13][CH2:14][CH2:15]2)[C:6](=[O:7])[C:5]2[CH:34]=[CH:35][C:2]([F:1])=[CH:3][CH:4]=2)[CH:28]=1. (3) Given the reactants Br[C:2]1[CH:3]=[C:4]2[C:8](=[CH:9][CH:10]=1)[N:7]([CH2:11][O:12][CH2:13][CH2:14][Si:15]([CH3:18])([CH3:17])[CH3:16])[N:6]=[CH:5]2.[CH:19]1(B(O)O)[CH2:21][CH2:20]1.C1(P(C2CCCCC2)C2CCCCC2)CCCCC1.[O-]P([O-])([O-])=O.[K+].[K+].[K+], predict the reaction product. The product is: [CH:19]1([C:2]2[CH:3]=[C:4]3[C:8](=[CH:9][CH:10]=2)[N:7]([CH2:11][O:12][CH2:13][CH2:14][Si:15]([CH3:18])([CH3:17])[CH3:16])[N:6]=[CH:5]3)[CH2:21][CH2:20]1. (4) Given the reactants [C:1]([O:5][C:6]([N:8]1[CH2:13][CH2:12][CH:11]([CH2:14][CH2:15][CH2:16][NH2:17])[CH2:10][CH2:9]1)=[O:7])([CH3:4])([CH3:3])[CH3:2].[CH:18]1([NH:21][C:22]([C:24]2[C:32]3[CH:31]=[C:30]([C:33]4[C:38]([F:39])=[CH:37][N:36]=[C:35](Cl)[N:34]=4)[S:29][C:28]=3[CH:27]=[CH:26][CH:25]=2)=[O:23])[CH2:20][CH2:19]1.C(N(C(C)C)CC)(C)C, predict the reaction product. The product is: [C:1]([O:5][C:6]([N:8]1[CH2:13][CH2:12][CH:11]([CH2:14][CH2:15][CH2:16][NH:17][C:35]2[N:34]=[C:33]([C:30]3[S:29][C:28]4[CH:27]=[CH:26][CH:25]=[C:24]([C:22](=[O:23])[NH:21][CH:18]5[CH2:19][CH2:20]5)[C:32]=4[CH:31]=3)[C:38]([F:39])=[CH:37][N:36]=2)[CH2:10][CH2:9]1)=[O:7])([CH3:4])([CH3:3])[CH3:2]. (5) Given the reactants [F:1][C:2]([F:7])([F:6])[C:3]([OH:5])=[O:4].C([N:15]1[CH2:20][CH2:19][CH:18]([NH:21][C:22]2[N:30]=[C:29]3[C:25]([N:26]=[CH:27][N:28]3[C@@H:31]3[CH2:35][C@H:34]([N:36]4[CH:40]=[C:39]([CH2:41][OH:42])[CH:38]=[N:37]4)[C@@H:33]([OH:43])[C@H:32]3[OH:44])=[C:24]([NH:45][CH2:46][CH:47]([C:54]3[CH:59]=[CH:58][CH:57]=[CH:56][CH:55]=3)[C:48]3[CH:53]=[CH:52][CH:51]=[CH:50][CH:49]=3)[N:23]=2)[CH2:17][CH2:16]1)C1C=CC=CC=1.C([O-])=O.[NH4+], predict the reaction product. The product is: [F:1][C:2]([F:7])([F:6])[C:3]([OH:5])=[O:4].[C:54]1([CH:47]([C:48]2[CH:49]=[CH:50][CH:51]=[CH:52][CH:53]=2)[CH2:46][NH:45][C:24]2[N:23]=[C:22]([NH:21][CH:18]3[CH2:17][CH2:16][NH:15][CH2:20][CH2:19]3)[N:30]=[C:29]3[C:25]=2[N:26]=[CH:27][N:28]3[C@@H:31]2[CH2:35][C@H:34]([N:36]3[CH:40]=[C:39]([CH2:41][OH:42])[CH:38]=[N:37]3)[C@@H:33]([OH:43])[C@H:32]2[OH:44])[CH:59]=[CH:58][CH:57]=[CH:56][CH:55]=1. (6) Given the reactants [F:1][C:2]1[C:11]2[O:10][CH2:9][CH:8]([NH:12][CH2:13][CH:14]3[CH2:26][C:25]4[C:24]5[C:19](=[CH:20][CH:21]=[C:22]([F:27])[CH:23]=5)[NH:18][C:17]=4[CH2:16][CH2:15]3)[CH2:7][C:6]=2[C:5]([C:28]([NH2:30])=[O:29])=[CH:4][CH:3]=1.[C:31]1(=O)[CH2:34][CH2:33][CH2:32]1.C([BH3-])#N.[Na+].Cl, predict the reaction product. The product is: [CH:31]1([N:12]([CH2:13][CH:14]2[CH2:26][C:25]3[C:24]4[C:19](=[CH:20][CH:21]=[C:22]([F:27])[CH:23]=4)[NH:18][C:17]=3[CH2:16][CH2:15]2)[CH:8]2[CH2:7][C:6]3[C:5]([C:28]([NH2:30])=[O:29])=[CH:4][CH:3]=[C:2]([F:1])[C:11]=3[O:10][CH2:9]2)[CH2:34][CH2:33][CH2:32]1. (7) The product is: [NH2:8][C:9]1[N:14]=[CH:13][N:12]=[C:11]([C:15]2[NH:19][C:18]([C:28]3[CH:33]=[C:32]([Cl:34])[CH:31]=[CH:30][C:29]=3[CH3:35])=[C:17]([C:36]#[N:37])[CH:16]=2)[CH:10]=1. Given the reactants C(O)(C(F)(F)F)=O.[NH2:8][C:9]1[N:14]=[CH:13][N:12]=[C:11]([C:15]2[N:19](COCC[Si](C)(C)C)[C:18]([C:28]3[CH:33]=[C:32]([Cl:34])[CH:31]=[CH:30][C:29]=3[CH3:35])=[C:17]([C:36]#[N:37])[CH:16]=2)[CH:10]=1, predict the reaction product.